Dataset: Full USPTO retrosynthesis dataset with 1.9M reactions from patents (1976-2016). Task: Predict the reactants needed to synthesize the given product. (1) The reactants are: [CH2:1]([C@@H:8]1[CH2:13][N:12](CC2C=CC=CC=2)[CH2:11][CH2:10][N:9]1[C:21]([C:23]1[N:24]=[CH:25][N:26]([C@H:34]2[CH2:39][CH2:38][CH2:37][CH2:36][C@@H:35]2[NH:40][C:41](=[O:44])[O:42][CH3:43])[C:27]=1[C:28]1[CH:33]=[CH:32][CH:31]=[CH:30][CH:29]=1)=[O:22])[C:2]1[CH:7]=[CH:6][CH:5]=[CH:4][CH:3]=1. Given the product [CH2:1]([C@@H:8]1[CH2:13][NH:12][CH2:11][CH2:10][N:9]1[C:21]([C:23]1[N:24]=[CH:25][N:26]([C@H:34]2[CH2:39][CH2:38][CH2:37][CH2:36][C@@H:35]2[NH:40][C:41](=[O:44])[O:42][CH3:43])[C:27]=1[C:28]1[CH:33]=[CH:32][CH:31]=[CH:30][CH:29]=1)=[O:22])[C:2]1[CH:7]=[CH:6][CH:5]=[CH:4][CH:3]=1, predict the reactants needed to synthesize it. (2) Given the product [NH2:1][C:2]1[CH:7]=[CH:6][C:5]([S:9](=[O:11])(=[O:12])[NH2:10])=[CH:4][C:3]=1[S:13]([NH2:16])(=[O:15])=[O:14], predict the reactants needed to synthesize it. The reactants are: [NH2:1][C:2]1[CH:7]=[C:6](Cl)[C:5]([S:9](=[O:12])(=[O:11])[NH2:10])=[CH:4][C:3]=1[S:13]([NH2:16])(=[O:15])=[O:14]. (3) Given the product [N:20]1([C:16](=[O:18])[CH2:15][C:12]2[CH:13]=[CH:14][C:9]([O:8][CH2:1][C:2]3[CH:3]=[CH:4][CH:5]=[CH:6][CH:7]=3)=[CH:10][C:11]=2[Cl:19])[CH2:23][CH2:22][CH2:21]1, predict the reactants needed to synthesize it. The reactants are: [CH2:1]([O:8][C:9]1[CH:14]=[CH:13][C:12]([CH2:15][C:16]([OH:18])=O)=[C:11]([Cl:19])[CH:10]=1)[C:2]1[CH:7]=[CH:6][CH:5]=[CH:4][CH:3]=1.[NH:20]1[CH2:23][CH2:22][CH2:21]1.CCN(C(C)C)C(C)C.CN(C(ON1N=NC2C=CC=NC1=2)=[N+](C)C)C.F[P-](F)(F)(F)(F)F. (4) Given the product [ClH:35].[F:11][C:12]1[CH:13]=[C:14]([CH:22]=[CH:23][C:24]=1[F:25])[O:15][C:16]([CH3:21])([CH3:20])[C:17]([NH:7][NH2:8])=[O:18], predict the reactants needed to synthesize it. The reactants are: C1C=CC2N(O)[N:8]=[N:7]C=2C=1.[F:11][C:12]1[CH:13]=[C:14]([CH:22]=[CH:23][C:24]=1[F:25])[O:15][C:16]([CH3:21])([CH3:20])[C:17](O)=[O:18].C(OC(C)(C)C)(=O)NN.[Cl:35]CCl. (5) Given the product [O:15]1[C:16]2[CH:22]=[CH:21][CH:20]=[CH:19][C:17]=2[N:18]=[C:14]1[C:11]1[CH:12]=[CH:13][C:8]2[N:7]([CH:1]3[CH2:6][CH2:5][CH2:4][CH2:3][CH2:2]3)[C:28]([CH3:29])=[N:23][C:9]=2[CH:10]=1, predict the reactants needed to synthesize it. The reactants are: [CH:1]1([NH:7][C:8]2[CH:13]=[CH:12][C:11]([C:14]3[O:15][C:16]4[CH:22]=[CH:21][CH:20]=[CH:19][C:17]=4[N:18]=3)=[CH:10][C:9]=2[N+:23]([O-])=O)[CH2:6][CH2:5][CH2:4][CH2:3][CH2:2]1.[H][H].[CH:28](=O)[CH3:29].CN(C)C=O.OOS([O-])=O.[K+].C(=O)([O-])[O-].[K+].[K+]. (6) The reactants are: [C:1]([C:5]1[NH:6][C:7]([C:11]2[CH:16]=[CH:15][C:14]([CH3:17])=[CH:13][CH:12]=2)=[C:8]([NH2:10])[N:9]=1)([CH3:4])([CH3:3])[CH3:2].Cl[C:19]([O:21][CH2:22][C:23]([Cl:26])([Cl:25])[Cl:24])=[O:20]. Given the product [Cl:24][C:23]([Cl:26])([Cl:25])[CH2:22][O:21][C:19](=[O:20])[NH:10][C:8]1[N:9]=[C:5]([C:1]([CH3:4])([CH3:3])[CH3:2])[NH:6][C:7]=1[C:11]1[CH:12]=[CH:13][C:14]([CH3:17])=[CH:15][CH:16]=1, predict the reactants needed to synthesize it. (7) Given the product [N+:1]([C:4]1[C:13]2[C:8](=[CH:9][CH:10]=[CH:11][CH:12]=2)[C:7]([O:14][C:15]2[N:20]=[CH:19][N:18]=[C:17]([NH:21][C:22]([NH2:29])=[O:23])[CH:16]=2)=[CH:6][CH:5]=1)([O-:3])=[O:2], predict the reactants needed to synthesize it. The reactants are: [N+:1]([C:4]1[C:13]2[C:8](=[CH:9][CH:10]=[CH:11][CH:12]=2)[C:7]([O:14][C:15]2[N:20]=[CH:19][N:18]=[C:17]([NH:21][C:22](=O)[O:23]C(C)=C)[CH:16]=2)=[CH:6][CH:5]=1)([O-:3])=[O:2].C[N:29]1CCOCC1.N.CO.